Dataset: Full USPTO retrosynthesis dataset with 1.9M reactions from patents (1976-2016). Task: Predict the reactants needed to synthesize the given product. Given the product [NH2:1][C@@H:4]1[CH2:13][C:12]2[C:7](=[CH:8][CH:9]=[CH:10][CH:11]=2)[CH2:6][C@H:5]1[O:14][CH2:15][C:16]([O:18][C:19]([CH3:22])([CH3:21])[CH3:20])=[O:17], predict the reactants needed to synthesize it. The reactants are: [N:1]([C@@H:4]1[CH2:13][C:12]2[C:7](=[CH:8][CH:9]=[CH:10][CH:11]=2)[CH2:6][C@H:5]1[O:14][CH2:15][C:16]([O:18][C:19]([CH3:22])([CH3:21])[CH3:20])=[O:17])=[N+]=[N-].